From a dataset of Reaction yield outcomes from USPTO patents with 853,638 reactions. Predict the reaction yield, written as a fraction of the theoretical maximum amount of product (1.0 means a 100% yield; for example, 0.34 means a 34% yield). The reactants are C1CO[C:8]2[CH:7]=[CH:6][C:5]([NH:11][C:12]3[C:17]([F:18])=[CH:16][N:15]=[C:14]([NH:19][C:20]4[CH:25]=[CH:24][CH:23]=[C:22](O)[CH:21]=4)[N:13]=3)=[CH:4][C:3]=2[O:2]1.ClC1N=C(NC2C=CC=C(O)C=2)C(F)=C[N:29]=1.N1C=CC=CC=1CN. No catalyst specified. The product is [F:18][C:17]1[C:12]([NH:11][C:5]2[CH:6]=[CH:7][CH:8]=[C:3]([OH:2])[CH:4]=2)=[N:13][C:14]([NH:19][CH2:20][C:25]2[CH:24]=[CH:23][CH:22]=[CH:21][N:29]=2)=[N:15][CH:16]=1. The yield is 0.620.